This data is from TCR-epitope binding with 47,182 pairs between 192 epitopes and 23,139 TCRs. The task is: Binary Classification. Given a T-cell receptor sequence (or CDR3 region) and an epitope sequence, predict whether binding occurs between them. (1) The epitope is TPQDLNTML. The TCR CDR3 sequence is CASSLMGASGANVLTF. Result: 1 (the TCR binds to the epitope). (2) The epitope is TLVPQEHYV. The TCR CDR3 sequence is CASSLDPTGTDYGYTF. Result: 1 (the TCR binds to the epitope). (3) The TCR CDR3 sequence is CASSFLAGPQETQYF. The epitope is FLYALALLL. Result: 0 (the TCR does not bind to the epitope). (4) The epitope is ISDYDYYRY. The TCR CDR3 sequence is CASSLAWDRGTEAFF. Result: 1 (the TCR binds to the epitope). (5) The epitope is HTTDPSFLGRY. The TCR CDR3 sequence is CASRDRNTGELFF. Result: 1 (the TCR binds to the epitope). (6) The epitope is LEPLVDLPI. The TCR CDR3 sequence is CASSESTGWTGGAEAFF. Result: 1 (the TCR binds to the epitope). (7) The epitope is RAKFKQLL. The TCR CDR3 sequence is CASSLGDRAGGYTF. Result: 1 (the TCR binds to the epitope).